This data is from Cav3 T-type calcium channel HTS with 100,875 compounds. The task is: Binary Classification. Given a drug SMILES string, predict its activity (active/inactive) in a high-throughput screening assay against a specified biological target. The drug is FC(F)(F)C1(NC(=O)C2CCCCC2)C(=C(N(C1=O)C(C)C)C)C(OC)=O. The result is 0 (inactive).